This data is from Drug-target binding data from BindingDB using Ki measurements. The task is: Regression. Given a target protein amino acid sequence and a drug SMILES string, predict the binding affinity score between them. We predict pKi (pKi = -log10(Ki in M); higher means stronger inhibition). Dataset: bindingdb_ki. (1) The drug is CC[C@H](C)[C@H](NC(=O)[C@H](Cc1ccccc1)NC(=O)[C@H](C)NC(=O)[C@H](CC(=O)O)NC(=O)[C@H](CCCCN)NC(=O)[C@H](CO)NC(=O)[C@@H]1CCCN1C(=O)[C@@H]1CCC(=O)N1)C(=O)NCC(=O)N[C@@H](CC(C)C)C(=O)N[C@@H](CCSC)C(N)=O. The target protein (P41539) has sequence MKILVAVAVFFLVSTQLFAEEIDANDDLNYWSDWSDSDQIKEAMPEPFEHLLQRIARRPKPQQFFGLMGKRDADSSVEKQVALLKALYGHGQISHKRHKTDSFVGLMGKRALNSVAYERSAMQNYERRRK. The pKi is 8.3. (2) The compound is CC(/C=C/c1ccccc1-c1cc(C(C)C)cc(C(C)C)c1OCC(F)F)=C\C(=O)O. The target protein (P49743) has sequence GEAGRDGMGDTGRDSRSPDSSSPNPLSQGIPPSSPPGPPHTPSAPPPPMPPPPLGSPFPVISSSMGSPGLPPPAPPGFSGPVSSPQINSTVSLPGGGSGPPEDVKPPVLGVRGLHCPPPPGGPGAGKRLCAICGDRSSGKHYGVYSCEGCKGFFKRTIRKDLTYSCRDNKDCTVDKRQRNRCQYCRYQKCLATGMKREAVQEERQRGKDKDGDGDGAGGAPEEMPVDRILEAELAVEQKSDQGVEGPGATGGGGSSPNDPVTNICQAADKQLFTLVEWAKRIPHFSSLPLDDQVILLRAGWNELLIASFSHRSIDVRDGILLATGLHVHRNSAHSAGVGAIFDRVLTELVSKMRDMRMDKTELGCLRAIILFNPDAKGLSNPGEVEILREKVYASLETYCKQKYPEQQGRFAKLLLRLPALRSIGLKCLEHLFFFKLIGDTPIDTFLMEMLEAPHQLA. The pKi is 7.4. (3) The drug is FC(F)(F)c1cc2c(cc1Cl)N1CCNC[C@@H]1CN2. The target protein (P28335) has sequence MVNLRNAVHSFLVHLIGLLVWQCDISVSPVAAIVTDIFNTSDGGRFKFPDGVQNWPALSIVIIIIMTIGGNILVIMAVSMEKKLHNATNYFLMSLAIADMLVGLLVMPLSLLAILYDYVWPLPRYLCPVWISLDVLFSTASIMHLCAISLDRYVAIRNPIEHSRFNSRTKAIMKIAIVWAISIGVSVPIPVIGLRDEEKVFVNNTTCVLNDPNFVLIGSFVAFFIPLTIMVITYCLTIYVLRRQALMLLHGHTEEPPGLSLDFLKCCKRNTAEEENSANPNQDQNARRRKKKERRPRGTMQAINNERKASKVLGIVFFVFLIMWCPFFITNILSVLCEKSCNQKLMEKLLNVFVWIGYVCSGINPLVYTLFNKIYRRAFSNYLRCNYKVEKKPPVRQIPRVAATALSGRELNVNIYRHTNEPVIEKASDNEPGIEMQVENLELPVNPSSVVSERISSV. The pKi is 7.0.